This data is from TCR-epitope binding with 47,182 pairs between 192 epitopes and 23,139 TCRs. The task is: Binary Classification. Given a T-cell receptor sequence (or CDR3 region) and an epitope sequence, predict whether binding occurs between them. The epitope is LSDDAVVCFNSTY. The TCR CDR3 sequence is CASLEEDTGELFF. Result: 0 (the TCR does not bind to the epitope).